This data is from hERG Central: cardiac toxicity at 1µM, 10µM, and general inhibition. The task is: Predict hERG channel inhibition at various concentrations. (1) Results: hERG_inhib (hERG inhibition (general)): blocker. The compound is Cc1cccc(OCC(=O)N2CCN(C(=O)COc3ccc(Cl)cc3)CC2)c1. (2) The molecule is Cc1ccc(-c2nnc(N3CCN(C(=O)COc4cccc(C)c4)CC3)c3ccccc23)cc1. Results: hERG_inhib (hERG inhibition (general)): blocker.